This data is from Peptide-MHC class I binding affinity with 185,985 pairs from IEDB/IMGT. The task is: Regression. Given a peptide amino acid sequence and an MHC pseudo amino acid sequence, predict their binding affinity value. This is MHC class I binding data. (1) The peptide sequence is DENQMIHAY. The MHC is HLA-B44:02 with pseudo-sequence HLA-B44:02. The binding affinity (normalized) is 0.821. (2) The peptide sequence is ATAQMALQL. The MHC is HLA-A02:06 with pseudo-sequence HLA-A02:06. The binding affinity (normalized) is 0.0279.